Dataset: Full USPTO retrosynthesis dataset with 1.9M reactions from patents (1976-2016). Task: Predict the reactants needed to synthesize the given product. (1) Given the product [C:24]([C:10]1[CH:11]=[C:12]([C:15]2[S:19][C:18]([C:20]([O:22][CH3:23])=[O:21])=[CH:17][CH:16]=2)[CH:13]=[CH:14][C:9]=1[OH:8])#[N:25], predict the reactants needed to synthesize it. The reactants are: C([O:8][C:9]1[CH:14]=[CH:13][C:12]([C:15]2[S:19][C:18]([C:20]([O:22][CH3:23])=[O:21])=[CH:17][CH:16]=2)=[CH:11][C:10]=1[C:24]#[N:25])C1C=CC=CC=1.CC1C(C)=C(C)C(C)=C(C)C=1. (2) Given the product [CH3:10][C:6]1([CH3:9])[O:5][C@@:4]([CH3:11])([C:3]([Cl:12])=[N:2][O:1][S:14]([CH3:13])(=[O:16])=[O:15])[CH2:8][O:7]1, predict the reactants needed to synthesize it. The reactants are: [OH:1][N:2]=[C:3]([Cl:12])[C@@:4]1([CH3:11])[CH2:8][O:7][C:6]([CH3:10])([CH3:9])[O:5]1.[CH3:13][S:14](Cl)(=[O:16])=[O:15].C(N(CC)CC)C.